This data is from Full USPTO retrosynthesis dataset with 1.9M reactions from patents (1976-2016). The task is: Predict the reactants needed to synthesize the given product. (1) The reactants are: [C:1]([C:3]1[CH:24]=[CH:23][C:6]([NH:7][CH2:8][C:9]([NH:12][C:13]([NH:15][C:16]2[CH:21]=[CH:20][C:19]([F:22])=[CH:18][CH:17]=2)=[O:14])([CH3:11])[CH3:10])=[CH:5][C:4]=1[C:25]([F:28])([F:27])[F:26])#[N:2].[CH2:29]=O. Given the product [C:1]([C:3]1[CH:24]=[CH:23][C:6]([N:7]2[CH2:8][C:9]([CH3:11])([CH3:10])[N:12]([C:13]([NH:15][C:16]3[CH:21]=[CH:20][C:19]([F:22])=[CH:18][CH:17]=3)=[O:14])[CH2:29]2)=[CH:5][C:4]=1[C:25]([F:26])([F:27])[F:28])#[N:2], predict the reactants needed to synthesize it. (2) Given the product [NH2:34][C:16]1[C:17]([NH:19][C:20]2[CH:21]=[C:22]([NH:26][C:27](=[O:33])[O:28][C:29]([CH3:31])([CH3:30])[CH3:32])[CH:23]=[CH:24][CH:25]=2)=[N:18][C:13]([NH:12][C:9]2[CH:10]=[CH:11][C:6]([O:5][CH2:4][CH2:3][O:2][CH3:1])=[CH:7][CH:8]=2)=[N:14][CH:15]=1, predict the reactants needed to synthesize it. The reactants are: [CH3:1][O:2][CH2:3][CH2:4][O:5][C:6]1[CH:11]=[CH:10][C:9]([NH:12][C:13]2[N:18]=[C:17]([NH:19][C:20]3[CH:21]=[C:22]([NH:26][C:27](=[O:33])[O:28][C:29]([CH3:32])([CH3:31])[CH3:30])[CH:23]=[CH:24][CH:25]=3)[C:16]([N+:34]([O-])=O)=[CH:15][N:14]=2)=[CH:8][CH:7]=1.[NH4+].[Cl-].